From a dataset of NCI-60 drug combinations with 297,098 pairs across 59 cell lines. Regression. Given two drug SMILES strings and cell line genomic features, predict the synergy score measuring deviation from expected non-interaction effect. (1) Drug 1: CS(=O)(=O)C1=CC(=C(C=C1)C(=O)NC2=CC(=C(C=C2)Cl)C3=CC=CC=N3)Cl. Drug 2: CN(C)N=NC1=C(NC=N1)C(=O)N. Cell line: CCRF-CEM. Synergy scores: CSS=18.1, Synergy_ZIP=-7.02, Synergy_Bliss=-7.59, Synergy_Loewe=-8.94, Synergy_HSA=-6.47. (2) Drug 1: CC1C(C(CC(O1)OC2CC(CC3=C2C(=C4C(=C3O)C(=O)C5=C(C4=O)C(=CC=C5)OC)O)(C(=O)C)O)N)O.Cl. Drug 2: CS(=O)(=O)CCNCC1=CC=C(O1)C2=CC3=C(C=C2)N=CN=C3NC4=CC(=C(C=C4)OCC5=CC(=CC=C5)F)Cl. Cell line: A549. Synergy scores: CSS=47.5, Synergy_ZIP=6.00, Synergy_Bliss=7.01, Synergy_Loewe=2.01, Synergy_HSA=7.63. (3) Drug 1: CCC(=C(C1=CC=CC=C1)C2=CC=C(C=C2)OCCN(C)C)C3=CC=CC=C3.C(C(=O)O)C(CC(=O)O)(C(=O)O)O. Cell line: OVCAR-5. Synergy scores: CSS=-1.44, Synergy_ZIP=2.44, Synergy_Bliss=3.43, Synergy_Loewe=2.37, Synergy_HSA=0.0541. Drug 2: CCN(CC)CCNC(=O)C1=C(NC(=C1C)C=C2C3=C(C=CC(=C3)F)NC2=O)C. (4) Drug 1: COC1=NC(=NC2=C1N=CN2C3C(C(C(O3)CO)O)O)N. Synergy scores: CSS=17.3, Synergy_ZIP=-9.57, Synergy_Bliss=-6.47, Synergy_Loewe=-25.6, Synergy_HSA=-5.17. Cell line: NCI-H322M. Drug 2: CS(=O)(=O)CCNCC1=CC=C(O1)C2=CC3=C(C=C2)N=CN=C3NC4=CC(=C(C=C4)OCC5=CC(=CC=C5)F)Cl. (5) Drug 1: CC(C1=C(C=CC(=C1Cl)F)Cl)OC2=C(N=CC(=C2)C3=CN(N=C3)C4CCNCC4)N. Drug 2: CC(C)CN1C=NC2=C1C3=CC=CC=C3N=C2N. Cell line: SK-MEL-28. Synergy scores: CSS=0.0845, Synergy_ZIP=1.69, Synergy_Bliss=1.30, Synergy_Loewe=-3.48, Synergy_HSA=-3.41. (6) Drug 1: CCN(CC)CCNC(=O)C1=C(NC(=C1C)C=C2C3=C(C=CC(=C3)F)NC2=O)C. Cell line: MOLT-4. Synergy scores: CSS=59.3, Synergy_ZIP=0.841, Synergy_Bliss=3.64, Synergy_Loewe=1.76, Synergy_HSA=1.85. Drug 2: CCN(CC)CCCC(C)NC1=C2C=C(C=CC2=NC3=C1C=CC(=C3)Cl)OC. (7) Drug 2: C1=CN(C(=O)N=C1N)C2C(C(C(O2)CO)O)O.Cl. Synergy scores: CSS=52.4, Synergy_ZIP=-3.03, Synergy_Bliss=-2.90, Synergy_Loewe=0.203, Synergy_HSA=3.09. Cell line: K-562. Drug 1: C1=NC2=C(N1)C(=S)N=C(N2)N. (8) Drug 1: CC1=CC2C(CCC3(C2CCC3(C(=O)C)OC(=O)C)C)C4(C1=CC(=O)CC4)C. Drug 2: CS(=O)(=O)OCCCCOS(=O)(=O)C. Cell line: MDA-MB-231. Synergy scores: CSS=0.786, Synergy_ZIP=2.61, Synergy_Bliss=1.05, Synergy_Loewe=-10.5, Synergy_HSA=-9.59. (9) Drug 1: C1=NNC2=C1C(=O)NC=N2. Drug 2: C(CCl)NC(=O)N(CCCl)N=O. Cell line: MDA-MB-231. Synergy scores: CSS=7.37, Synergy_ZIP=-0.222, Synergy_Bliss=2.13, Synergy_Loewe=-3.08, Synergy_HSA=-0.527. (10) Drug 1: C1=C(C(=O)NC(=O)N1)F. Drug 2: C(=O)(N)NO. Cell line: SN12C. Synergy scores: CSS=20.1, Synergy_ZIP=-0.414, Synergy_Bliss=-1.88, Synergy_Loewe=-12.1, Synergy_HSA=-2.05.